This data is from Cav3 T-type calcium channel HTS with 100,875 compounds. The task is: Binary Classification. Given a drug SMILES string, predict its activity (active/inactive) in a high-throughput screening assay against a specified biological target. (1) The molecule is S(c1ccc(cc1)C)CC(O\N=C(/N)c1ccc([N+]([O-])=O)cc1)=O. The result is 0 (inactive). (2) The compound is s1c(NC(=O)c2oc3c(c2C)cc(cc3)C)nnc1C. The result is 0 (inactive). (3) The drug is ClC(Cl)(Cl)C(Nc1c(cccc1)C)NC(=O)c1sccc1. The result is 1 (active). (4) The molecule is O(c1c(OC)cc(cc1)/C=N\NC(=O)c1cccnc1)C(=O)c1occc1. The result is 0 (inactive).